This data is from Catalyst prediction with 721,799 reactions and 888 catalyst types from USPTO. The task is: Predict which catalyst facilitates the given reaction. (1) Reactant: Cl.[Br:2][C:3]1[C:4]2[N:5]([CH:10]=[CH:11][N:12]=2)[N:6]=[C:7]([Cl:9])[CH:8]=1.C1C(=O)N([I:20])C(=O)C1. Product: [Br:2][C:3]1[C:4]2[N:5]([C:10]([I:20])=[CH:11][N:12]=2)[N:6]=[C:7]([Cl:9])[CH:8]=1. The catalyst class is: 3. (2) Reactant: [NH:1]([C:8]1[CH:16]=[C:15]([C:17](O)=[O:18])[C:14]([NH:20][C:21]2[CH:26]=[CH:25][CH:24]=[CH:23][CH:22]=2)=[CH:13][C:9]=1[C:10](O)=[O:11])[C:2]1[CH:7]=[CH:6][CH:5]=[CH:4][CH:3]=1.CO. Product: [CH:24]1[CH:25]=[C:26]2[C:17]([C:15]3[C:14]([NH:20][C:21]2=[CH:22][CH:23]=1)=[CH:13][C:9]1[C:10]([C:7]2[C:2]([NH:1][C:8]=1[CH:16]=3)=[CH:3][CH:4]=[CH:5][CH:6]=2)=[O:11])=[O:18]. The catalyst class is: 6.